This data is from Reaction yield outcomes from USPTO patents with 853,638 reactions. The task is: Predict the reaction yield, written as a fraction of the theoretical maximum amount of product (1.0 means a 100% yield; for example, 0.34 means a 34% yield). The reactants are [Na].[CH2:2]([OH:9])[C:3]1[CH:8]=[CH:7][CH:6]=[CH:5][CH:4]=1.F[C:11]1[CH:20]=[C:19]2[C:14]([C:15](=[O:21])[NH:16][CH:17]=[N:18]2)=[CH:13][CH:12]=1.Cl. The catalyst is O. The product is [CH2:2]([O:9][C:11]1[CH:20]=[C:19]2[C:14]([C:15](=[O:21])[NH:16][CH:17]=[N:18]2)=[CH:13][CH:12]=1)[C:3]1[CH:8]=[CH:7][CH:6]=[CH:5][CH:4]=1. The yield is 0.890.